This data is from Full USPTO retrosynthesis dataset with 1.9M reactions from patents (1976-2016). The task is: Predict the reactants needed to synthesize the given product. (1) The reactants are: Cl[C:2]1[CH:7]=[CH:6][C:5]([S:8]([CH2:11][CH3:12])(=[O:10])=[O:9])=[CH:4][C:3]=1[N+:13]([O-:15])=[O:14].[NH2:16][CH2:17][CH:18]1[CH2:23][CH2:22][O:21][CH2:20][CH2:19]1. Given the product [CH2:11]([S:8]([C:5]1[CH:6]=[CH:7][C:2]([NH:16][CH2:17][CH:18]2[CH2:23][CH2:22][O:21][CH2:20][CH2:19]2)=[C:3]([N+:13]([O-:15])=[O:14])[CH:4]=1)(=[O:10])=[O:9])[CH3:12], predict the reactants needed to synthesize it. (2) The reactants are: C[O-].[Na+].CO.[CH3:6][C:7]12[C:15](=[O:16])[CH2:14][CH2:13][CH:12]1[CH:11]([O:17][CH2:18][C:19](=[O:29])[CH2:20][CH2:21][CH2:22][C:23]1([CH3:28])[O:27][CH2:26][CH2:25][O:24]1)[C:10](=O)[CH2:9][CH2:8]2. Given the product [CH3:6][C:7]12[C:15](=[O:16])[CH2:14][CH2:13][CH:12]1[CH:11]1[C:10]([CH2:9][CH2:8]2)=[C:20]([CH2:21][CH2:22][C:23]2([CH3:28])[O:27][CH2:26][CH2:25][O:24]2)[C:19](=[O:29])[CH2:18][O:17]1, predict the reactants needed to synthesize it. (3) Given the product [Br:1][C:2]1[C:3](=[O:33])[N:4]([C:25]2[C:30]([F:31])=[CH:29][CH:28]=[CH:27][C:26]=2[F:32])[C:5]([CH3:24])=[CH:6][C:7]=1[O:8][CH2:9][C:10]1[CH:22]=[CH:21][C:20]([F:23])=[CH:19][C:11]=1[O:12][CH2:13][C:14]([OH:16])=[O:15], predict the reactants needed to synthesize it. The reactants are: [Br:1][C:2]1[C:3](=[O:33])[N:4]([C:25]2[C:30]([F:31])=[CH:29][CH:28]=[CH:27][C:26]=2[F:32])[C:5]([CH3:24])=[CH:6][C:7]=1[O:8][CH2:9][C:10]1[CH:22]=[CH:21][C:20]([F:23])=[CH:19][C:11]=1[O:12][CH2:13][C:14]([O:16]CC)=[O:15].[OH-].[Na+].CO.O. (4) The reactants are: [Cl:1][C:2]1[CH:7]=[C:6]([N+:8]([O-:10])=[O:9])[CH:5]=[CH:4][C:3]=1Br.[S:12]([O-])([O-])(=O)=O.[Na+].[Na+].[S].[OH-].[Na+]. Given the product [Cl:1][C:2]1[CH:7]=[C:6]([N+:8]([O-:10])=[O:9])[CH:5]=[CH:4][C:3]=1[SH:12], predict the reactants needed to synthesize it.